This data is from Full USPTO retrosynthesis dataset with 1.9M reactions from patents (1976-2016). The task is: Predict the reactants needed to synthesize the given product. Given the product [CH2:1]([O:3][C:4](=[O:17])[CH2:5][C:6]1[CH:7]=[CH:8][C:9]([NH:12][CH2:13][CH2:14][O:25][CH2:18][C:19]2[CH:24]=[CH:23][CH:22]=[CH:21][CH:20]=2)=[CH:10][CH:11]=1)[CH3:2], predict the reactants needed to synthesize it. The reactants are: [CH2:1]([O:3][C:4](=[O:17])[CH2:5][C:6]1[CH:11]=[CH:10][C:9]([NH:12][CH2:13][CH2:14]CC)=[CH:8][CH:7]=1)[CH3:2].[CH2:18]([O:25]CC=O)[C:19]1[CH:24]=[CH:23][CH:22]=[CH:21][CH:20]=1.